From a dataset of NCI-60 drug combinations with 297,098 pairs across 59 cell lines. Regression. Given two drug SMILES strings and cell line genomic features, predict the synergy score measuring deviation from expected non-interaction effect. (1) Drug 1: COC1=NC(=NC2=C1N=CN2C3C(C(C(O3)CO)O)O)N. Drug 2: C1=NC(=NC(=O)N1C2C(C(C(O2)CO)O)O)N. Cell line: COLO 205. Synergy scores: CSS=43.9, Synergy_ZIP=0.349, Synergy_Bliss=3.06, Synergy_Loewe=-4.80, Synergy_HSA=3.31. (2) Drug 1: C1=C(C(=O)NC(=O)N1)N(CCCl)CCCl. Drug 2: CC(C)CN1C=NC2=C1C3=CC=CC=C3N=C2N. Cell line: SK-MEL-2. Synergy scores: CSS=5.53, Synergy_ZIP=-3.28, Synergy_Bliss=-1.53, Synergy_Loewe=-3.33, Synergy_HSA=-3.57.